This data is from Catalyst prediction with 721,799 reactions and 888 catalyst types from USPTO. The task is: Predict which catalyst facilitates the given reaction. (1) Reactant: [ClH:1].C(O)(C)C.[CH3:6][C@H:7]1[C@@H:12]([N:13]([C:15]2[N:23]=[CH:22][N:21]=[C:20]3[C:16]=2[CH:17]=[CH:18][NH:19]3)[CH3:14])[CH2:11][N:10]([C:24]([CH2:26][C:27]#[N:28])=[O:25])[CH2:9][CH2:8]1. Product: [CH3:6][C@H:7]1[C@@H:12]([N:13]([C:15]2[N:23]=[CH:22][N:21]=[C:20]3[C:16]=2[CH:17]=[CH:18][NH:19]3)[CH3:14])[CH2:11][N:10]([C:24]([CH2:26][C:27]#[N:28])=[O:25])[CH2:9][CH2:8]1.[ClH:1]. The catalyst class is: 21. (2) Reactant: [Si:1]([O:8][C@H:9]([C@H:32]1[CH2:36][C:35](O)([C:37]2[CH:42]=[CH:41][CH:40]=[CH:39][CH:38]=2)[CH2:34][N:33]1[C:44]([O:46][C:47]([CH3:50])([CH3:49])[CH3:48])=[O:45])[C@@H:10]([NH:20][C:21](=[O:31])[C:22]1[CH:27]=[CH:26][CH:25]=[C:24]([C:28](=[O:30])[NH2:29])[CH:23]=1)[CH2:11][C:12]1[CH:17]=[C:16]([F:18])[CH:15]=[C:14]([F:19])[CH:13]=1)([C:4]([CH3:7])([CH3:6])[CH3:5])([CH3:3])[CH3:2].[SiH](CC)(CC)CC.C(O)(C(F)(F)F)=O. Product: [Si:1]([O:8][C@H:9]([C@H:32]1[CH2:36][C:35]([C:37]2[CH:38]=[CH:39][CH:40]=[CH:41][CH:42]=2)=[CH:34][N:33]1[C:44]([O:46][C:47]([CH3:50])([CH3:49])[CH3:48])=[O:45])[C@@H:10]([NH:20][C:21](=[O:31])[C:22]1[CH:27]=[CH:26][CH:25]=[C:24]([C:28](=[O:30])[NH2:29])[CH:23]=1)[CH2:11][C:12]1[CH:13]=[C:14]([F:19])[CH:15]=[C:16]([F:18])[CH:17]=1)([C:4]([CH3:6])([CH3:7])[CH3:5])([CH3:3])[CH3:2]. The catalyst class is: 4.